From a dataset of Full USPTO retrosynthesis dataset with 1.9M reactions from patents (1976-2016). Predict the reactants needed to synthesize the given product. Given the product [F:15][C:12]([F:13])([F:14])[C:11]([C:8]1[CH:7]=[CH:6][C:5]([O:4][CH2:3][O:2][CH3:1])=[CH:10][N:9]=1)([OH:16])[CH3:21], predict the reactants needed to synthesize it. The reactants are: [CH3:1][O:2][CH2:3][O:4][C:5]1[CH:6]=[CH:7][C:8]([C:11]([CH3:21])([O:16][Si](C)(C)C)[C:12]([F:15])([F:14])[F:13])=[N:9][CH:10]=1.Cl.